Dataset: TCR-epitope binding with 47,182 pairs between 192 epitopes and 23,139 TCRs. Task: Binary Classification. Given a T-cell receptor sequence (or CDR3 region) and an epitope sequence, predict whether binding occurs between them. The epitope is LPPAYTNSF. The TCR CDR3 sequence is CASSPYPSDTLNEKLFF. Result: 1 (the TCR binds to the epitope).